From a dataset of Forward reaction prediction with 1.9M reactions from USPTO patents (1976-2016). Predict the product of the given reaction. Given the reactants [NH2:1][C@@H:2]([C@H:10]([C@@H:12]1[C@@H:16]([O:17][Si:18]([C:21]([CH3:24])([CH3:23])[CH3:22])([CH3:20])[CH3:19])[C@@H:15]([O:25][Si:26]([C:29]([CH3:32])([CH3:31])[CH3:30])([CH3:28])[CH3:27])[C@H:14]([N:33]2[CH:38]=[CH:37][C:36](=[O:39])[N:35]([CH2:40][C:41]3[CH:46]=[CH:45][C:44]([O:47][CH3:48])=[CH:43][CH:42]=3)[C:34]2=[O:49])[O:13]1)[OH:11])[C:3]([O:5][C:6]([CH3:9])([CH3:8])[CH3:7])=[O:4].[CH2:50]([O:57][C:58]([NH:60][C@H:61]([C:71](=[O:77])[NH:72][CH2:73][CH2:74][CH:75]=O)[CH2:62][CH2:63][C:64]([O:66][C:67]([CH3:70])([CH3:69])[CH3:68])=[O:65])=[O:59])[C:51]1[CH:56]=[CH:55][CH:54]=[CH:53][CH:52]=1.C(O[BH-](OC(=O)C)OC(=O)C)(=O)C.[Na+], predict the reaction product. The product is: [Si:18]([O:17][C@H:16]1[C@@H:15]([O:25][Si:26]([C:29]([CH3:32])([CH3:31])[CH3:30])([CH3:27])[CH3:28])[C@H:14]([N:33]2[CH:38]=[CH:37][C:36](=[O:39])[N:35]([CH2:40][C:41]3[CH:46]=[CH:45][C:44]([O:47][CH3:48])=[CH:43][CH:42]=3)[C:34]2=[O:49])[O:13][CH:12]1[C@H:10]([OH:11])[C@@H:2]([C:3]([O:5][C:6]([CH3:7])([CH3:9])[CH3:8])=[O:4])[NH:1][CH2:75][CH2:74][CH2:73][NH:72][C:71](=[O:77])[C@H:61]([CH2:62][CH2:63][C:64]([O:66][C:67]([CH3:70])([CH3:69])[CH3:68])=[O:65])[NH:60][C:58](=[O:59])[O:57][CH2:50][C:51]1[CH:52]=[CH:53][CH:54]=[CH:55][CH:56]=1)([C:21]([CH3:22])([CH3:23])[CH3:24])([CH3:20])[CH3:19].